Dataset: Experimentally validated miRNA-target interactions with 360,000+ pairs, plus equal number of negative samples. Task: Binary Classification. Given a miRNA mature sequence and a target amino acid sequence, predict their likelihood of interaction. The miRNA is hsa-miR-383-3p with sequence ACAGCACUGCCUGGUCAGA. The protein sequence of the target gene is MELPAVNLKVILLGHWLLTTWGCIVFSGSYAWANFTILALGVWAVAQRDSIDAISMFLGGLLATIFLDIVHISIFYPRVSLTDTGRFGVGMAILSLLLKPLSCCFVYHMYRERGGELLVHTGFLGSSQDRSAYQTIDSAEAPADPFAVPEGRSQDARGY. Result: 1 (interaction).